From a dataset of Experimentally validated miRNA-target interactions with 360,000+ pairs, plus equal number of negative samples. Binary Classification. Given a miRNA mature sequence and a target amino acid sequence, predict their likelihood of interaction. The miRNA is hsa-miR-365b-5p with sequence AGGGACUUUCAGGGGCAGCUGU. The protein sequence of the target gene is MSLISWLRWNEAPSRLSTRSPAEMVLETLMMELTGQMREAERQQRERSNAVRKVCTGVDYSWLASTPRSTYDLSPIERLQLEDVCVKIHPSYCGPAILRFRQLLAEQEPEVQEVSQLFRSVLQEVLERMKQEEEAHKLTRQWSLRPRGSLATFKTRARISPFASDIRTISEDVERDTPPPLRSWSMPEFRAPKAD. Result: 0 (no interaction).